Dataset: Full USPTO retrosynthesis dataset with 1.9M reactions from patents (1976-2016). Task: Predict the reactants needed to synthesize the given product. (1) Given the product [F:3][C:4]1[C:5]([CH3:20])=[C:6]([C@:10]2([C:16]([O:18][CH3:19])=[O:17])[CH2:14][CH2:13][C@H:12]([O:15][CH2:26][C:25]3[CH:28]=[CH:29][C:22]([F:21])=[CH:23][CH:24]=3)[CH2:11]2)[CH:7]=[CH:8][CH:9]=1, predict the reactants needed to synthesize it. The reactants are: [H-].[Na+].[F:3][C:4]1[C:5]([CH3:20])=[C:6]([C@:10]2([C:16]([O:18][CH3:19])=[O:17])[CH2:14][CH2:13][C@H:12]([OH:15])[CH2:11]2)[CH:7]=[CH:8][CH:9]=1.[F:21][C:22]1[CH:29]=[CH:28][C:25]([CH2:26]Br)=[CH:24][CH:23]=1.O. (2) Given the product [CH2:1]([C:4]1[C:13](=[O:14])[C:12]([CH3:15])=[C:11]([CH3:16])[C:10](=[O:9])[C:5]=1[CH2:6][CH2:7][C@@:8]([OH:37])([CH3:33])[CH2:17][CH2:18][CH2:19][C@H:20]([CH3:32])[CH2:21][CH2:22][CH2:23][C@H:24]([CH3:31])[CH2:25][CH2:26][CH2:27][CH:28]([CH3:30])[CH3:29])[CH:2]=[CH2:3], predict the reactants needed to synthesize it. The reactants are: [CH2:1]([C:4]1[C:13]([OH:14])=[C:12]([CH3:15])[C:11]([CH3:16])=[C:10]2[C:5]=1[CH2:6][CH2:7][C@@:8]([CH3:33])([CH2:17][CH2:18][CH2:19][C@H:20]([CH3:32])[CH2:21][CH2:22][CH2:23][C@H:24]([CH3:31])[CH2:25][CH2:26][CH2:27][CH:28]([CH3:30])[CH3:29])[O:9]2)[CH:2]=[CH2:3].C(#N)C.[O:37]=[N+]([O-])[O-].[O-][N+](=O)[O-].[O-][N+](=O)[O-].[O-][N+](=O)[O-].[O-][N+](=O)[O-].[O-][N+](=O)[O-].[Ce+4].[NH4+].[NH4+].CCOC(C)=O. (3) Given the product [CH3:1][O:2][C:3]([CH:5]1[CH2:9][NH:8][CH:7]2[CH2:20][CH2:21][N:22]([C:23](=[O:45])[CH:24]([NH:31][C:32](=[O:44])[CH:33]([N:35]([C:37]([O:39][C:40]([CH3:42])([CH3:41])[CH3:43])=[O:38])[CH3:36])[CH3:34])[CH:25]3[CH2:30][CH2:29][CH2:28][CH2:27][CH2:26]3)[CH:6]12)=[O:4], predict the reactants needed to synthesize it. The reactants are: [CH3:1][O:2][C:3]([CH:5]1[CH2:9][N:8](C(OCC2C=CC=CC=2)=O)[CH:7]2[CH2:20][CH2:21][N:22]([C:23](=[O:45])[CH:24]([NH:31][C:32](=[O:44])[CH:33]([N:35]([C:37]([O:39][C:40]([CH3:43])([CH3:42])[CH3:41])=[O:38])[CH3:36])[CH3:34])[CH:25]3[CH2:30][CH2:29][CH2:28][CH2:27][CH2:26]3)[CH:6]12)=[O:4]. (4) Given the product [CH3:55][O:54][C:52]1[CH:53]=[C:48]([N:45]2[CH2:46][CH2:47][N:42]([C:40]([C:31]3[C:32]([C:34]4[CH:39]=[CH:38][CH:37]=[CH:36][CH:35]=4)=[CH:33][N:29]([CH2:28][CH2:27][OH:26])[CH:30]=3)=[O:41])[CH2:43][CH2:44]2)[CH:49]=[C:50]([O:56][CH3:57])[CH:51]=1, predict the reactants needed to synthesize it. The reactants are: CCCC[N+](CCCC)(CCCC)CCCC.[F-].[Si]([O:26][CH2:27][CH2:28][N:29]1[CH:33]=[C:32]([C:34]2[CH:39]=[CH:38][CH:37]=[CH:36][CH:35]=2)[C:31]([C:40]([N:42]2[CH2:47][CH2:46][N:45]([C:48]3[CH:53]=[C:52]([O:54][CH3:55])[CH:51]=[C:50]([O:56][CH3:57])[CH:49]=3)[CH2:44][CH2:43]2)=[O:41])=[CH:30]1)(C(C)(C)C)(C)C.C(OCC)(=O)C. (5) Given the product [CH2:44]([O:51][C:52]1[CH:57]=[CH:56][C:55]([C@H:58]2[CH2:63][CH2:62][N:61]([C:64]([O:66][C:67]([CH3:70])([CH3:69])[CH3:68])=[O:65])[CH2:60][C@H:59]2[O:40][C:39](=[O:41])[C:38]2[CH:37]=[CH:36][C:35]([N+:32]([O-:34])=[O:33])=[CH:43][CH:42]=2)=[CH:54][CH:53]=1)[C:45]1[CH:46]=[CH:47][CH:48]=[CH:49][CH:50]=1, predict the reactants needed to synthesize it. The reactants are: CCOC(/N=N/C(OCC)=O)=O.C1(P(C2C=CC=CC=2)C2C=CC=CC=2)C=CC=CC=1.[N+:32]([C:35]1[CH:43]=[CH:42][C:38]([C:39]([OH:41])=[O:40])=[CH:37][CH:36]=1)([O-:34])=[O:33].[CH2:44]([O:51][C:52]1[CH:57]=[CH:56][C:55]([CH:58]2[CH2:63][CH2:62][N:61]([C:64]([O:66][C:67]([CH3:70])([CH3:69])[CH3:68])=[O:65])[CH2:60][CH:59]2O)=[CH:54][CH:53]=1)[C:45]1[CH:50]=[CH:49][CH:48]=[CH:47][CH:46]=1. (6) The reactants are: [NH2:1][C:2]1[CH:10]=[CH:9][C:8]2[C:4](=[CH:5][N:6]([CH:11]3[CH2:16][CH2:15][N:14]([CH2:17][C:18]4[CH:23]=[CH:22][C:21]([C:24]([OH:33])([C:29]([F:32])([F:31])[F:30])[C:25]([F:28])([F:27])[F:26])=[CH:20][CH:19]=4)[CH2:13][CH2:12]3)[N:7]=2)[CH:3]=1.[N:34]1[CH:39]=[CH:38][C:37]([NH:40][C:41](=O)[O:42]C2C=CC=CC=2)=[CH:36][CH:35]=1. Given the product [F:30][C:29]([F:32])([F:31])[C:24]([C:21]1[CH:20]=[CH:19][C:18]([CH2:17][N:14]2[CH2:13][CH2:12][CH:11]([N:6]3[CH:5]=[C:4]4[C:8]([CH:9]=[CH:10][C:2]([NH:1][C:41]([NH:40][C:37]5[CH:38]=[CH:39][N:34]=[CH:35][CH:36]=5)=[O:42])=[CH:3]4)=[N:7]3)[CH2:16][CH2:15]2)=[CH:23][CH:22]=1)([OH:33])[C:25]([F:26])([F:27])[F:28], predict the reactants needed to synthesize it. (7) Given the product [Si:23]([O:1][C@H:2]1[CH2:7][CH2:6][C@H:5]([C:8]([N:10]([O:12][CH3:13])[CH3:11])=[O:9])[CH2:4][CH2:3]1)([C:19]([CH3:22])([CH3:21])[CH3:20])([CH3:26])[CH3:25], predict the reactants needed to synthesize it. The reactants are: [OH:1][C@H:2]1[CH2:7][CH2:6][C@H:5]([C:8]([N:10]([O:12][CH3:13])[CH3:11])=[O:9])[CH2:4][CH2:3]1.N1C=CN=C1.[C:19]([Si:23]([CH3:26])([CH3:25])Cl)([CH3:22])([CH3:21])[CH3:20].